The task is: Predict the reaction yield, written as a fraction of the theoretical maximum amount of product (1.0 means a 100% yield; for example, 0.34 means a 34% yield).. This data is from Reaction yield outcomes from USPTO patents with 853,638 reactions. (1) The reactants are [CH3:1][O:2][C:3]([C:5]1[C:6]2[CH:7](O)[C:8]([CH3:24])([CH3:23])[CH:9]([C:16]3[CH:21]=[CH:20][CH:19]=[C:18]([Br:22])[CH:17]=3)[NH:10][C:11]=2[CH:12]=[CH:13][C:14]=1[F:15])=[O:4].C([SiH](CC)CC)C. The catalyst is FC(F)(F)C(O)=O. The product is [CH3:1][O:2][C:3]([C:5]1[C:6]2[CH2:7][C:8]([CH3:24])([CH3:23])[CH:9]([C:16]3[CH:21]=[CH:20][CH:19]=[C:18]([Br:22])[CH:17]=3)[NH:10][C:11]=2[CH:12]=[CH:13][C:14]=1[F:15])=[O:4]. The yield is 0.500. (2) The reactants are [NH:1]1[C:9]2[C:4](=[CH:5][CH:6]=[CH:7][CH:8]=2)[C:3]([CH2:10][CH2:11][NH2:12])=[CH:2]1.CS(C)=[O:15].[ClH:17]. No catalyst specified. The product is [ClH:17].[NH2:12][CH2:11][CH2:10][CH:3]1[C:4]2[C:9](=[CH:8][CH:7]=[CH:6][CH:5]=2)[NH:1][C:2]1=[O:15]. The yield is 0.630. (3) The reactants are [CH:1]1[C:10]2[C:5](=[CH:6][CH:7]=[CH:8][CH:9]=2)[CH:4]=[CH:3][C:2]=1[CH:11]=[CH:12][C:13]([NH:15][C:16]1[CH:26]=[CH:25][C:19]([C:20]([O:22][CH2:23][CH3:24])=[O:21])=[CH:18][CH:17]=1)=[O:14].[N+:27]([CH2:30]C(C1C=CC=CC=1)CC(NC1C=CC(C(OCC)=O)=CC=1)=O)([O-:29])=[O:28]. No catalyst specified. The product is [CH:1]1[C:10]2[C:5](=[CH:6][CH:7]=[CH:8][CH:9]=2)[CH:4]=[CH:3][C:2]=1[CH:11]([CH2:30][N+:27]([O-:29])=[O:28])[CH2:12][C:13]([NH:15][C:16]1[CH:17]=[CH:18][C:19]([C:20]([O:22][CH2:23][CH3:24])=[O:21])=[CH:25][CH:26]=1)=[O:14]. The yield is 0.700. (4) The reactants are Br.Br[CH2:3][C:4]([C:6]1[C:11]([CH3:12])=[CH:10][CH:9]=[CH:8][N:7]=1)=[O:5].[CH:13]([N-:15][CH:16]=[O:17])=[O:14].[Na+]. The catalyst is C(#N)C. The product is [CH:13]([N:15]([CH2:3][C:4]([C:6]1[C:11]([CH3:12])=[CH:10][CH:9]=[CH:8][N:7]=1)=[O:5])[CH:16]=[O:17])=[O:14]. The yield is 0.410. (5) The reactants are CN(C(ON1N=NC2C=CC=NC1=2)=[N+](C)C)C.F[P-](F)(F)(F)(F)F.[O:25]=[C:26]1[N:34]2[C@H:29]([CH2:30][CH2:31][C@H:32]([C:35]([OH:37])=O)[CH2:33]2)[CH2:28][CH2:27]1.CCN(C(C)C)C(C)C.Cl.[Cl:48][C:49]1[C:50]([CH2:55][NH2:56])=[N:51][CH:52]=[CH:53][N:54]=1. The catalyst is CN(C=O)C. The product is [Cl:48][C:49]1[C:50]([CH2:55][NH:56][C:35]([C@H:32]2[CH2:31][CH2:30][C@H:29]3[N:34]([C:26](=[O:25])[CH2:27][CH2:28]3)[CH2:33]2)=[O:37])=[N:51][CH:52]=[CH:53][N:54]=1. The yield is 0.725.